This data is from Catalyst prediction with 721,799 reactions and 888 catalyst types from USPTO. The task is: Predict which catalyst facilitates the given reaction. (1) Reactant: [C:1]([P:5]([C:7]([CH3:10])([CH3:9])[CH3:8])Cl)([CH3:4])([CH3:3])[CH3:2].[CH2:11]([Mg]Cl)[C:12]1[CH:17]=[CH:16][CH:15]=[CH:14][CH:13]=1.[Cl-].[NH4+]. Product: [CH2:11]([P:5]([C:7]([CH3:10])([CH3:9])[CH3:8])[C:1]([CH3:4])([CH3:3])[CH3:2])[C:12]1[CH:17]=[CH:16][CH:15]=[CH:14][CH:13]=1. The catalyst class is: 1. (2) Reactant: Cl[CH2:2][C:3]1[S:4][C:5]([C:14]([F:17])([F:16])[F:15])=[C:6]([C:8]2[CH:13]=[CH:12][CH:11]=[CH:10][CH:9]=2)[CH:7]=1.[C:18]([O:22][C:23]([N:25]1[C:33]2[C:28](=[CH:29][C:30]([OH:34])=[CH:31][CH:32]=2)[CH2:27][CH2:26]1)=[O:24])([CH3:21])([CH3:20])[CH3:19].C(=O)([O-])[O-].[K+].[K+]. Product: [C:18]([O:22][C:23]([N:25]1[C:33]2[C:28](=[CH:29][C:30]([O:34][CH2:2][C:3]3[S:4][C:5]([C:14]([F:17])([F:16])[F:15])=[C:6]([C:8]4[CH:13]=[CH:12][CH:11]=[CH:10][CH:9]=4)[CH:7]=3)=[CH:31][CH:32]=2)[CH2:27][CH2:26]1)=[O:24])([CH3:21])([CH3:19])[CH3:20]. The catalyst class is: 3. (3) Reactant: [F:1][C:2]1[CH:9]=[CH:8][C:7]([I:10])=[CH:6][C:3]=1[CH:4]=[O:5].[CH2:11]([Mg]Br)[CH2:12][CH:13]=[CH2:14]. Product: [F:1][C:2]1[CH:9]=[CH:8][C:7]([I:10])=[CH:6][C:3]=1[CH:4]([OH:5])[CH2:14][CH2:13][CH:12]=[CH2:11]. The catalyst class is: 1.